This data is from Full USPTO retrosynthesis dataset with 1.9M reactions from patents (1976-2016). The task is: Predict the reactants needed to synthesize the given product. (1) Given the product [CH2:1]([O:3][P:4]([C:9]([C:12]1[CH:17]=[CH:16][C:15]([NH:18][C:19]2[N:27]=[C:26]([CH:36]3[CH2:40][CH2:39][CH2:38][CH2:37]3)[N:25]=[C:24]3[C:20]=2[N:21]=[CH:22][N:23]3[CH:29]([CH3:31])[CH3:30])=[CH:14][CH:13]=1)([O:32][CH2:33][CH3:34])[PH2:10]=[O:11])(=[O:8])[O:5][CH2:6][CH3:7])[CH3:2], predict the reactants needed to synthesize it. The reactants are: [CH2:1]([O:3][P:4]([C:9]([O:32][CH2:33][CH3:34])([C:12]1[CH:17]=[CH:16][C:15]([NH:18][C:19]2[N:27]=[C:26](I)[N:25]=[C:24]3[C:20]=2[N:21]=[CH:22][N:23]3[CH:29]([CH3:31])[CH3:30])=[CH:14][CH:13]=1)[PH2:10]=[O:11])(=[O:8])[O:5][CH2:6][CH3:7])[CH3:2].[Br-].[CH:36]1([Zn+])[CH2:40][CH2:39][CH2:38][CH2:37]1.O. (2) The reactants are: [Cl:1][C:2]1[CH:3]=[C:4]2[C:9](=[CH:10][CH:11]=1)[N:8]=[C:7]([NH:12][C:13](=[O:17])OCC)[C:6]([O:18][CH3:19])=[N:5]2.[N+:20]([C:23]1[CH:28]=[CH:27][C:26]([N:29]2[CH2:34][CH2:33][NH:32][CH2:31][CH2:30]2)=[CH:25][CH:24]=1)([O-:22])=[O:21]. Given the product [Cl:1][C:2]1[CH:3]=[C:4]2[C:9](=[CH:10][CH:11]=1)[N:8]=[C:7]([NH:12][C:13]([N:32]1[CH2:33][CH2:34][N:29]([C:26]3[CH:25]=[CH:24][C:23]([N+:20]([O-:22])=[O:21])=[CH:28][CH:27]=3)[CH2:30][CH2:31]1)=[O:17])[C:6]([O:18][CH3:19])=[N:5]2, predict the reactants needed to synthesize it. (3) The reactants are: FC1C=CC([S:8]([Cl:11])(=[O:10])=[O:9])=CC=1OC.N[C:15]1[CH:22]=[CH:21][C:18]([C:19]#[N:20])=[C:17]([Cl:23])[CH:16]=1. Given the product [Cl:23][C:17]1[CH:16]=[C:15]([S:8]([Cl:11])(=[O:10])=[O:9])[CH:22]=[CH:21][C:18]=1[C:19]#[N:20], predict the reactants needed to synthesize it.